From a dataset of Forward reaction prediction with 1.9M reactions from USPTO patents (1976-2016). Predict the product of the given reaction. (1) Given the reactants [OH:1][CH2:2][C:3]1[CH:12]=[C:11]2[C:6]([CH:7]=[CH:8][C:9]([CH:13]=[O:14])=[CH:10]2)=[CH:5][CH:4]=1.[CH3:15][S:16](Cl)(=[O:18])=[O:17].CCN(CC)CC.[NH4+].[Cl-], predict the reaction product. The product is: [CH:13]([C:9]1[CH:10]=[C:11]2[C:6]([CH:5]=[CH:4][C:3]([CH2:2][O:1][S:16]([CH3:15])(=[O:18])=[O:17])=[CH:12]2)=[CH:7][CH:8]=1)=[O:14]. (2) Given the reactants [N:1]1[CH:6]=[CH:5][CH:4]=[CH:3][C:2]=1[CH2:7][N:8]1[C:16]2[C:11](=[CH:12][C:13]([NH:17][C:18]3[C:27]4[C:22](=[CH:23][CH:24]=[CH:25][C:26]=4[O:28][C@H:29]([CH3:34])[C:30]([O:32]C)=O)[N:21]=[CH:20][N:19]=3)=[CH:14][CH:15]=2)[CH:10]=[N:9]1.[CH2:35]([NH2:37])[CH3:36], predict the reaction product. The product is: [CH2:35]([NH:37][C:30](=[O:32])[C@H:29]([O:28][C:26]1[CH:25]=[CH:24][CH:23]=[C:22]2[C:27]=1[C:18]([NH:17][C:13]1[CH:12]=[C:11]3[C:16](=[CH:15][CH:14]=1)[N:8]([CH2:7][C:2]1[CH:3]=[CH:4][CH:5]=[CH:6][N:1]=1)[N:9]=[CH:10]3)=[N:19][CH:20]=[N:21]2)[CH3:34])[CH3:36].